Task: Predict the product of the given reaction.. Dataset: Forward reaction prediction with 1.9M reactions from USPTO patents (1976-2016) Given the reactants Br[CH2:2][C:3]1[CH:8]=[CH:7][C:6]([F:9])=[CH:5][C:4]=1[F:10].[C:11]([S:15][C:16](=[O:21])[CH2:17][C:18](=[O:20])[CH3:19])([CH3:14])([CH3:13])[CH3:12], predict the reaction product. The product is: [C:11]([S:15][C:16](=[O:21])[CH:17]([CH2:2][C:3]1[CH:8]=[CH:7][C:6]([F:9])=[CH:5][C:4]=1[F:10])[C:18](=[O:20])[CH3:19])([CH3:14])([CH3:12])[CH3:13].